From a dataset of NCI-60 drug combinations with 297,098 pairs across 59 cell lines. Regression. Given two drug SMILES strings and cell line genomic features, predict the synergy score measuring deviation from expected non-interaction effect. (1) Drug 1: C1CCN(CC1)CCOC2=CC=C(C=C2)C(=O)C3=C(SC4=C3C=CC(=C4)O)C5=CC=C(C=C5)O. Drug 2: CC1=C(C=C(C=C1)C(=O)NC2=CC(=CC(=C2)C(F)(F)F)N3C=C(N=C3)C)NC4=NC=CC(=N4)C5=CN=CC=C5. Cell line: BT-549. Synergy scores: CSS=-5.55, Synergy_ZIP=4.58, Synergy_Bliss=2.34, Synergy_Loewe=-3.58, Synergy_HSA=-3.72. (2) Cell line: NCI-H460. Synergy scores: CSS=87.4, Synergy_ZIP=-0.945, Synergy_Bliss=-2.15, Synergy_Loewe=-2.49, Synergy_HSA=1.04. Drug 2: B(C(CC(C)C)NC(=O)C(CC1=CC=CC=C1)NC(=O)C2=NC=CN=C2)(O)O. Drug 1: CCC1=C2CN3C(=CC4=C(C3=O)COC(=O)C4(CC)O)C2=NC5=C1C=C(C=C5)O.